Predict the reactants needed to synthesize the given product. From a dataset of Full USPTO retrosynthesis dataset with 1.9M reactions from patents (1976-2016). (1) Given the product [Cl:21][C:22]1[CH:23]=[CH:24][C:25]([N:28]2[C:32]([C:2]3[CH:3]=[CH:4][C:5]4[N:9]=[CH:8][N:7]([C:10]5[CH:15]=[CH:14][C:13]([C:16]([F:19])([F:18])[F:17])=[CH:12][CH:11]=5)[C:6]=4[CH:20]=3)=[CH:31][CH:30]=[N:29]2)=[CH:26][CH:27]=1, predict the reactants needed to synthesize it. The reactants are: Br[C:2]1[CH:3]=[CH:4][C:5]2[N:9]=[CH:8][N:7]([C:10]3[CH:15]=[CH:14][C:13]([C:16]([F:19])([F:18])[F:17])=[CH:12][CH:11]=3)[C:6]=2[CH:20]=1.[Cl:21][C:22]1[CH:27]=[CH:26][C:25]([N:28]2[C:32](B(O)O)=[CH:31][CH:30]=[N:29]2)=[CH:24][CH:23]=1. (2) Given the product [NH2:23][C@H:18]1[C@H:19]([F:22])[CH2:20][O:21][C@H:15]([C:14]2[N:13]([CH3:31])[N:12]=[CH:11][C:10]=2[NH:9][C:7]([C:5]2[N:6]=[C:2]([C:34]3[C:33]([F:32])=[CH:38][CH:37]=[CH:36][N:35]=3)[S:3][CH:4]=2)=[O:8])[CH2:16][CH2:17]1, predict the reactants needed to synthesize it. The reactants are: Br[C:2]1[S:3][CH:4]=[C:5]([C:7]([NH:9][C:10]2[CH:11]=[N:12][N:13]([CH3:31])[C:14]=2[C@H:15]2[O:21][CH2:20][C@@H:19]([F:22])[C@H:18]([NH:23]C(=O)OC(C)(C)C)[CH2:17][CH2:16]2)=[O:8])[N:6]=1.[F:32][C:33]1[C:34](B(O)O)=[N:35][CH:36]=[CH:37][CH:38]=1.